Dataset: Peptide-MHC class II binding affinity with 134,281 pairs from IEDB. Task: Regression. Given a peptide amino acid sequence and an MHC pseudo amino acid sequence, predict their binding affinity value. This is MHC class II binding data. (1) The peptide sequence is SRATQPAAEFRRVAH. The MHC is DRB1_0101 with pseudo-sequence DRB1_0101. The binding affinity (normalized) is 0.418. (2) The peptide sequence is MSSKFPELGMNASHC. The MHC is DRB1_1602 with pseudo-sequence DRB1_1602. The binding affinity (normalized) is 0.283. (3) The peptide sequence is YHFDLSGHAFGAMAK. The MHC is DRB3_0101 with pseudo-sequence DRB3_0101. The binding affinity (normalized) is 0.407. (4) The peptide sequence is GKYPRLKKPTIWHKR. The MHC is DRB1_0101 with pseudo-sequence DRB1_0101. The binding affinity (normalized) is 0.391. (5) The peptide sequence is GSDPKKLVLDIKYTR. The MHC is HLA-DPA10103-DPB10401 with pseudo-sequence HLA-DPA10103-DPB10401. The binding affinity (normalized) is 0.157.